Predict which catalyst facilitates the given reaction. From a dataset of Catalyst prediction with 721,799 reactions and 888 catalyst types from USPTO. (1) Reactant: [N+](=[C:3]([C:8]1[CH:17]=[CH:16][C:15]2[C:10](=[CH:11][CH:12]=[CH:13][CH:14]=2)[CH:9]=1)[C:4]([O:6][CH3:7])=[O:5])=[N-].[CH3:18][O:19][C:20]1[O:21][CH:22]=[CH:23][CH:24]=1. Product: [CH:9]1[C:10]2[C:15](=[CH:14][CH:13]=[CH:12][CH:11]=2)[CH:16]=[CH:17][C:8]=1/[C:3](=[CH:22]\[CH:23]=[CH:24]/[C:20]([O:19][CH3:18])=[O:21])/[C:4]([O:6][CH3:7])=[O:5]. The catalyst class is: 81. (2) Reactant: [NH2:1][C:2]1[CH:3]=[C:4]([C:10]2[CH:11]=[C:12]([NH:25][C:26]([C:28]3[N:29]=[C:30]([CH2:33][N:34]4[CH2:39][C@H:38]([CH3:40])[O:37][C@H:36]([CH3:41])[CH2:35]4)[S:31][CH:32]=3)=[O:27])[C:13]3[C:17]([CH:18]=2)=[N:16][N:15]([CH:19]2[CH2:24][CH2:23][CH2:22][CH2:21][O:20]2)[CH:14]=3)[CH:5]=[N:6][C:7]=1[O:8][CH3:9].CN1CCOCC1.Cl[CH2:50][CH2:51][S:52](Cl)(=[O:54])=[O:53]. Product: [CH3:41][C@H:36]1[O:37][C@@H:38]([CH3:40])[CH2:39][N:34]([CH2:33][C:30]2[S:31][CH:32]=[C:28]([C:26]([NH:25][C:12]3[C:13]4[C:17]([CH:18]=[C:10]([C:4]5[CH:5]=[N:6][C:7]([O:8][CH3:9])=[C:2]([NH:1][S:52]([CH:51]=[CH2:50])(=[O:54])=[O:53])[CH:3]=5)[CH:11]=3)=[N:16][N:15]([CH:19]3[CH2:24][CH2:23][CH2:22][CH2:21][O:20]3)[CH:14]=4)=[O:27])[N:29]=2)[CH2:35]1. The catalyst class is: 2. (3) Reactant: Cl[C:2]1[N:7]2[N:8]=[C:9]([CH:11]3[CH2:16][CH2:15][N:14]([CH:17]([CH3:19])[CH3:18])[CH2:13][CH2:12]3)[N:10]=[C:6]2[CH:5]=[C:4]([C:20]2[CH:25]=[CH:24][C:23]([F:26])=[CH:22][C:21]=2[F:27])[N:3]=1.Cl.[NH2:29][C:30]1[C:35]([C:36](=[O:41])[C:37]([F:40])([F:39])[F:38])=[CH:34][CH:33]=[C:32]([NH:42][CH:43]2[CH2:48][CH2:47][CH2:46][NH:45][CH2:44]2)[N:31]=1.C(N(CC)C(C)C)(C)C. Product: [NH2:29][C:30]1[C:35]([C:36](=[O:41])[C:37]([F:39])([F:40])[F:38])=[CH:34][CH:33]=[C:32]([NH:42][CH:43]2[CH2:48][CH2:47][CH2:46][N:45]([C:2]3[N:7]4[N:8]=[C:9]([CH:11]5[CH2:16][CH2:15][N:14]([CH:17]([CH3:18])[CH3:19])[CH2:13][CH2:12]5)[N:10]=[C:6]4[CH:5]=[C:4]([C:20]4[CH:25]=[CH:24][C:23]([F:26])=[CH:22][C:21]=4[F:27])[N:3]=3)[CH2:44]2)[N:31]=1. The catalyst class is: 16. (4) Reactant: [C:1]([O:5][C:6]([N:8]1[CH2:13][CH2:12][CH:11]([CH2:14]O)[CH2:10][CH2:9]1)=[O:7])([CH3:4])([CH3:3])[CH3:2].C1(P(C2C=CC=CC=2)C2C=CC=CC=2)C=CC=CC=1.C(Br)(Br)(Br)[Br:36]. Product: [C:1]([O:5][C:6]([N:8]1[CH2:13][CH2:12][CH:11]([CH2:14][Br:36])[CH2:10][CH2:9]1)=[O:7])([CH3:4])([CH3:3])[CH3:2]. The catalyst class is: 1.